This data is from Peptide-MHC class I binding affinity with 185,985 pairs from IEDB/IMGT. The task is: Regression. Given a peptide amino acid sequence and an MHC pseudo amino acid sequence, predict their binding affinity value. This is MHC class I binding data. (1) The MHC is HLA-A24:03 with pseudo-sequence HLA-A24:03. The binding affinity (normalized) is 0.0847. The peptide sequence is RAFWGQVQK. (2) The peptide sequence is AVREATAAF. The MHC is HLA-A02:03 with pseudo-sequence HLA-A02:03. The binding affinity (normalized) is 0.0847. (3) The peptide sequence is RDYVDRFYKTL. The MHC is HLA-A02:02 with pseudo-sequence HLA-A02:02. The binding affinity (normalized) is 0. (4) The peptide sequence is WISDNTHIYL. The MHC is HLA-A02:06 with pseudo-sequence HLA-A02:06. The binding affinity (normalized) is 0.947. (5) The peptide sequence is GDLTCNSTV. The MHC is Mamu-A11 with pseudo-sequence Mamu-A11. The binding affinity (normalized) is 0.329. (6) The peptide sequence is MTMRRRLFK. The MHC is HLA-A01:01 with pseudo-sequence HLA-A01:01. The binding affinity (normalized) is 0.114. (7) The peptide sequence is RAIASMIMY. The binding affinity (normalized) is 0.606. The MHC is HLA-A30:01 with pseudo-sequence HLA-A30:01. (8) The peptide sequence is LDVKQGPKEPF. The MHC is Mamu-A11 with pseudo-sequence Mamu-A11. The binding affinity (normalized) is 0.234. (9) The peptide sequence is SSMNSDAAY. The MHC is HLA-A69:01 with pseudo-sequence HLA-A69:01. The binding affinity (normalized) is 0.0847.